Dataset: Forward reaction prediction with 1.9M reactions from USPTO patents (1976-2016). Task: Predict the product of the given reaction. (1) Given the reactants C([C:5]1[CH:6]=[CH:7][C:8]2[C:9]3[C:10](=[N:26][N:27]([CH2:30][CH3:31])[C:28]=3[CH3:29])[C:11]([N:19](C([O-])=O)C([O-])=O)=[N:12][C:13]=2[C:14]=1C(C)(C)C)(C)(C)C.C(C1C=CC2C3C(=NN(CCC)C=3C)C(N(C([O-])=O)C([O-])=O)=NC=2C=1C(C)(C)C)(C)(C)C.[C:64]1(=[O:70])[CH2:69][CH2:68][CH2:67][CH2:66][CH2:65]1.C1(=O)CCC1, predict the reaction product. The product is: [NH2:19][C:11]1[C:10]2=[N:26][N:27]([CH2:30][CH3:31])[C:28]([CH2:29][C:64]3([OH:70])[CH2:69][CH2:68][CH2:67][CH2:66][CH2:65]3)=[C:9]2[C:8]2[CH:7]=[CH:6][CH:5]=[CH:14][C:13]=2[N:12]=1. (2) Given the reactants [CH3:1][O:2][C:3]1[CH:16]=[C:15]([O:17][CH3:18])[CH:14]=[CH:13][C:4]=1[CH2:5][NH:6][C:7]1[CH:12]=[CH:11][N:10]=[CH:9][N:8]=1.Cl[S:20]([C:23]1[C:24]([F:34])=[CH:25][C:26]([F:33])=[C:27]([CH:32]=1)[C:28]([O:30][CH3:31])=[O:29])(=[O:22])=[O:21].N12CCN(CC1)CC2, predict the reaction product. The product is: [CH3:1][O:2][C:3]1[CH:16]=[C:15]([O:17][CH3:18])[CH:14]=[CH:13][C:4]=1[CH2:5][N:6]([C:7]1[CH:12]=[CH:11][N:10]=[CH:9][N:8]=1)[S:20]([C:23]1[C:24]([F:34])=[CH:25][C:26]([F:33])=[C:27]([CH:32]=1)[C:28]([O:30][CH3:31])=[O:29])(=[O:22])=[O:21]. (3) Given the reactants [F:1][C:2]1[N:3]=[CH:4][C:5]2[C:10]([CH:11]=1)=[CH:9][C:8]([C:12]1[S:16][C:15]([NH:17][CH2:18][C@@H:19]([NH:30]C(=O)OC(C)(C)C)[CH2:20][N:21]3[CH:25]=[C:24]([C:26]([F:29])([F:28])[F:27])[N:23]=[CH:22]3)=[N:14][CH:13]=1)=[CH:7][CH:6]=2.C(O)(C(F)(F)F)=O, predict the reaction product. The product is: [NH2:30][C@@H:19]([CH2:20][N:21]1[CH:25]=[C:24]([C:26]([F:27])([F:29])[F:28])[N:23]=[CH:22]1)[CH2:18][NH:17][C:15]1[S:16][C:12]([C:8]2[CH:9]=[C:10]3[C:5](=[CH:6][CH:7]=2)[CH:4]=[N:3][C:2]([F:1])=[CH:11]3)=[CH:13][N:14]=1.